This data is from Catalyst prediction with 721,799 reactions and 888 catalyst types from USPTO. The task is: Predict which catalyst facilitates the given reaction. (1) Reactant: Cl.[F:2][C:3]1[CH:10]=[C:9]([C:11]2[CH:16]=[CH:15][N:14]=[C:13]3[NH:17][C:18]([C:20]4[CH:21]=[N:22][N:23]([CH3:25])[CH:24]=4)=[N:19][C:12]=23)[CH:8]=[CH:7][C:4]=1[CH2:5][NH2:6].CCN(C(C)C)C(C)C.[CH3:35][S:36](Cl)(=[O:38])=[O:37]. Product: [F:2][C:3]1[CH:10]=[C:9]([C:11]2[CH:16]=[CH:15][N:14]=[C:13]3[NH:17][C:18]([C:20]4[CH:21]=[N:22][N:23]([CH3:25])[CH:24]=4)=[N:19][C:12]=23)[CH:8]=[CH:7][C:4]=1[CH2:5][NH:6][S:36]([CH3:35])(=[O:38])=[O:37]. The catalyst class is: 10. (2) Reactant: [I:1]Cl.[O:3]1[C:7]2[CH:8]=[CH:9][C:10]([S:12]([Cl:15])(=[O:14])=[O:13])=[CH:11][C:6]=2[CH2:5][CH2:4]1.C(#N)C. Product: [I:1][C:8]1[C:7]2[O:3][CH2:4][CH2:5][C:6]=2[CH:11]=[C:10]([S:12]([Cl:15])(=[O:13])=[O:14])[CH:9]=1. The catalyst class is: 2. (3) Reactant: Br[C:2]1[CH:3]=[C:4]2[C:9](=[CH:10][CH:11]=1)[C:8](=[O:12])[NH:7][N:6]=[C:5]2[Cl:13].[CH3:14][O:15][C:16]1[CH:23]=[CH:22][C:21]([O:24][CH3:25])=[CH:20][C:17]=1[CH2:18][NH2:19].C1C=CC(P(C2C(C3C(P(C4C=CC=CC=4)C4C=CC=CC=4)=CC=C4C=3C=CC=C4)=C3C(C=CC=C3)=CC=2)C2C=CC=CC=2)=CC=1.CC([O-])(C)C.[Na+]. Product: [Cl:13][C:5]1[C:4]2[C:9](=[CH:10][CH:11]=[C:2]([NH:19][CH2:18][C:17]3[CH:20]=[C:21]([O:24][CH3:25])[CH:22]=[CH:23][C:16]=3[O:15][CH3:14])[CH:3]=2)[C:8](=[O:12])[NH:7][N:6]=1. The catalyst class is: 686. (4) Reactant: F[C:2]1[CH:7]=[C:6](F)[CH:5]=[CH:4][C:3]=1[CH2:9][CH2:10]C(O)=O.[CH3:14][C:15]([CH3:20])(C)[C:16](Cl)=[O:17].[Li+].[Cl-].C[C@H]1[C@@H](C2C=CC=CC=2)[O:27][C:26](=[O:35])[NH:25]1.[CH2:36](N(CC)CC)[CH3:37]. Product: [CH3:14][C:15](=[CH:20][CH2:36][CH3:37])[C:16]([N:25]1[CH:9]([C:3]2[CH:2]=[CH:7][CH:6]=[CH:5][CH:4]=2)[CH2:10][O:35][C:26]1=[O:27])=[O:17]. The catalyst class is: 1. (5) Reactant: [CH3:1][C:2]1[CH:7]=[CH:6][CH:5]=[CH:4][C:3]=1[C:8]1[O:12][N:11]=[CH:10][C:9]=1[C:13]([O:15]C)=[O:14].Cl. Product: [CH3:1][C:2]1[CH:7]=[CH:6][CH:5]=[CH:4][C:3]=1[C:8]1[O:12][N:11]=[CH:10][C:9]=1[C:13]([OH:15])=[O:14]. The catalyst class is: 313. (6) Reactant: [CH3:1][N:2]([CH2:14][C:15]1[CH:20]=[CH:19][CH:18]=[C:17]([C:21]2[CH:22]=[N:23][C:24]([N:27]3[CH2:32][CH2:31][NH:30][CH2:29][CH2:28]3)=[N:25][CH:26]=2)[CH:16]=1)[C:3](=[O:13])[CH2:4][NH:5][C:6](=[O:12])[O:7]C(C)(C)C.[OH:33][CH2:34][C:35]([CH3:40])([CH3:39])[C:36]([OH:38])=[O:37].CCN=C=NCCCN(C)C.Cl.C1C=CC2N([OH:62])N=NC=2C=1. Product: [C:36]([C@@H:35]([C@H:34]([C:6]([OH:12])=[O:7])[OH:33])[OH:62])([OH:38])=[O:37].[OH:37][CH2:36][C:35]([CH3:40])([CH3:39])[C:34]([N:30]1[CH2:29][CH2:28][N:27]([C:24]2[N:23]=[CH:22][C:21]([C:17]3[CH:16]=[C:15]([CH:20]=[CH:19][CH:18]=3)[CH2:14][N:2]([CH3:1])[C:3](=[O:13])[CH2:4][NH2:5])=[CH:26][N:25]=2)[CH2:32][CH2:31]1)=[O:33]. The catalyst class is: 701. (7) Reactant: [OH:1][C:2]1[C:7]2[C@@:8]3([OH:46])[C@@:21]([O:25][CH3:26])([C@H:22]([OH:24])[CH2:23][C:6]=2[CH:5]=[C:4]([CH3:47])[C:3]=1[C:48]([O:50][CH3:51])=[O:49])[C:20](=[O:27])[C:19]1[C:10](=[CH:11][C:12]2[C:13](=[O:44])[C:14]([NH:30][C@@H:31]4[C@H:36]([O:37][CH3:38])[C:35](=[N:39][OH:40])[C@@H:34]([O:41][CH3:42])[C@H:33]([CH3:43])[O:32]4)=[CH:15][C:16](=[O:29])[C:17]=2[C:18]=1[OH:28])[C:9]3=[O:45].Cl.[C:53]([CH2:56]ON)([OH:55])=[O:54].[C:53]([CH2:56]ON)([OH:55])=[O:54].N1C=CC=CC=1. Product: [CH3:42][O:41][C@H:34]1[C@H:33]([CH3:43])[O:32][C@H:31]([NH:30][C:14]2[C:13](=[O:44])[C:12]3[CH:11]=[C:10]4[C:19]([C:20](=[O:27])[C@@:21]5([O:25][CH3:26])[C@@:8]([OH:46])([C:9]4=[O:45])[C:7]4[C:2]([OH:1])=[C:3]([C:48]([O:50][CH3:51])=[O:49])[C:4]([CH3:47])=[CH:5][C:6]=4[CH2:23][C@H:22]5[OH:24])=[C:18]([OH:28])[C:17]=3[C:16](=[O:29])[CH:15]=2)[C@H:36]([O:37][CH3:38])/[C:35]/1=[N:39]\[O:40][CH2:56][C:53]([OH:55])=[O:54]. The catalyst class is: 5. (8) Reactant: CI.[C:3]([C:5]1[CH:10]=[CH:9][CH:8]=[CH:7][C:6]=1[C:11]1[CH:16]=[CH:15][C:14]([CH2:17][NH:18][C:19]2[C:29]([NH:30][C:31]([NH:33][CH2:34][CH3:35])=S)=[CH:28][CH:27]=[CH:26][C:20]=2[C:21]([O:23][CH2:24][CH3:25])=[O:22])=[CH:13][CH:12]=1)#[N:4].Cl. Product: [C:3]([C:5]1[CH:10]=[CH:9][CH:8]=[CH:7][C:6]=1[C:11]1[CH:16]=[CH:15][C:14]([CH2:17][N:18]2[C:19]3[C:20]([C:21]([O:23][CH2:24][CH3:25])=[O:22])=[CH:26][CH:27]=[CH:28][C:29]=3[N:30]=[C:31]2[NH:33][CH2:34][CH3:35])=[CH:13][CH:12]=1)#[N:4]. The catalyst class is: 8. (9) Reactant: [C:1]1([C:7]2[C:15]3[C:10](=[CH:11][C:12]([CH2:16][N:17]([CH:33]4[CH2:35][CH2:34]4)[C:18]([C@@H:20]4[O:25][CH2:24][CH2:23][N:22]([C:26]([O:28][C:29]([CH3:32])([CH3:31])[CH3:30])=[O:27])[CH2:21]4)=[O:19])=[CH:13][CH:14]=3)[N:9]([CH2:36][CH2:37][CH2:38][O:39][CH3:40])[N:8]=2)[CH2:6][CH2:5][CH2:4][CH2:3][CH:2]=1.[H][H]. Product: [CH:1]1([C:7]2[C:15]3[C:10](=[CH:11][C:12]([CH2:16][N:17]([CH:33]4[CH2:34][CH2:35]4)[C:18]([C@@H:20]4[O:25][CH2:24][CH2:23][N:22]([C:26]([O:28][C:29]([CH3:31])([CH3:32])[CH3:30])=[O:27])[CH2:21]4)=[O:19])=[CH:13][CH:14]=3)[N:9]([CH2:36][CH2:37][CH2:38][O:39][CH3:40])[N:8]=2)[CH2:2][CH2:3][CH2:4][CH2:5][CH2:6]1. The catalyst class is: 178. (10) Reactant: [NH2:1][C:2]1[CH:30]=[CH:29][C:28]([F:31])=[CH:27][C:3]=1[CH2:4][N:5]1[CH2:10][CH2:9][CH:8]([CH2:11][O:12][C:13]2[C:22]([CH:23]3[CH2:25][CH2:24]3)=[CH:21][C:16]([C:17]([O:19][CH3:20])=[O:18])=[C:15]([F:26])[CH:14]=2)[CH2:7][CH2:6]1.CO.C([BH3-])#N.[Na+].[CH3:38][C:39]([CH3:41])=O. Product: [CH:23]1([C:22]2[C:13]([O:12][CH2:11][CH:8]3[CH2:9][CH2:10][N:5]([CH2:4][C:3]4[CH:27]=[C:28]([F:31])[CH:29]=[CH:30][C:2]=4[NH:1][CH:39]([CH3:41])[CH3:38])[CH2:6][CH2:7]3)=[CH:14][C:15]([F:26])=[C:16]([CH:21]=2)[C:17]([O:19][CH3:20])=[O:18])[CH2:25][CH2:24]1. The catalyst class is: 15.